Predict the reactants needed to synthesize the given product. From a dataset of Full USPTO retrosynthesis dataset with 1.9M reactions from patents (1976-2016). (1) Given the product [C:3]([O:7][C:8](=[O:23])[N:9]([CH3:26])[C:10]1[C:11]([C:16]2[CH:21]=[CH:20][CH:19]=[CH:18][C:17]=2[CH3:22])=[N:12][CH:13]=[N:14][CH:15]=1)([CH3:6])([CH3:5])[CH3:4], predict the reactants needed to synthesize it. The reactants are: [H-].[Na+].[C:3]([O:7][C:8](=[O:23])[NH:9][C:10]1[C:11]([C:16]2[CH:21]=[CH:20][CH:19]=[CH:18][C:17]=2[CH3:22])=[N:12][CH:13]=[N:14][CH:15]=1)([CH3:6])([CH3:5])[CH3:4].IC.[C:26](=O)(O)[O-].[Na+]. (2) Given the product [ClH:21].[CH3:19][O:18][CH2:17][CH2:16][N:13]1[CH2:14][CH2:15][N:10]([C:5]2[CH:6]=[CH:7][CH:8]=[CH:9][C:4]=2[C:3]([OH:20])=[O:2])[CH2:11][CH2:12]1, predict the reactants needed to synthesize it. The reactants are: C[O:2][C:3](=[O:20])[C:4]1[CH:9]=[CH:8][CH:7]=[CH:6][C:5]=1[N:10]1[CH2:15][CH2:14][N:13]([CH2:16][CH2:17][O:18][CH3:19])[CH2:12][CH2:11]1.[ClH:21].